This data is from Peptide-MHC class I binding affinity with 185,985 pairs from IEDB/IMGT. The task is: Regression. Given a peptide amino acid sequence and an MHC pseudo amino acid sequence, predict their binding affinity value. This is MHC class I binding data. (1) The peptide sequence is CWCNSTSTW. The MHC is HLA-A24:02 with pseudo-sequence HLA-A24:02. The binding affinity (normalized) is 0.340. (2) The peptide sequence is GTDPYRPSF. The MHC is HLA-A30:01 with pseudo-sequence HLA-A30:01. The binding affinity (normalized) is 0.0460. (3) The peptide sequence is CVFKFIVAK. The MHC is HLA-A02:03 with pseudo-sequence HLA-A02:03. The binding affinity (normalized) is 0.0847. (4) The peptide sequence is KSINVEYRF. The MHC is HLA-B15:01 with pseudo-sequence HLA-B15:01. The binding affinity (normalized) is 0. (5) The peptide sequence is SYGNANVSF. The MHC is HLA-A11:01 with pseudo-sequence HLA-A11:01. The binding affinity (normalized) is 0.213. (6) The peptide sequence is AKATGRYNL. The MHC is HLA-A80:01 with pseudo-sequence HLA-A80:01. The binding affinity (normalized) is 0.0847.